This data is from Retrosynthesis with 50K atom-mapped reactions and 10 reaction types from USPTO. The task is: Predict the reactants needed to synthesize the given product. (1) The reactants are: CCOC(=O)c1c(Cl)cc(C(F)(F)F)nc1C(F)(F)F.O=[N+]([O-])c1ccc(O)cc1. Given the product CCOC(=O)c1c(Oc2ccc([N+](=O)[O-])cc2)cc(C(F)(F)F)nc1C(F)(F)F, predict the reactants needed to synthesize it. (2) Given the product COC(=O)c1ccc([C@H](C)NC(=O)c2cc(Cl)ccc2OCCc2c(F)cccc2F)cc1, predict the reactants needed to synthesize it. The reactants are: COC(=O)c1ccc([C@H](C)NC(=O)c2cc(Cl)ccc2O)cc1.OCCc1c(F)cccc1F. (3) Given the product CCCCCCCCCCCCC(=O)Oc1ccc(C(=O)Oc2ccc(OCc3ccccc3)cc2)cc1, predict the reactants needed to synthesize it. The reactants are: CCCCCCCCCCCCC(=O)Oc1ccc(C(=O)O)cc1.Oc1ccc(OCc2ccccc2)cc1.